Dataset: Peptide-MHC class II binding affinity with 134,281 pairs from IEDB. Task: Regression. Given a peptide amino acid sequence and an MHC pseudo amino acid sequence, predict their binding affinity value. This is MHC class II binding data. (1) The peptide sequence is TRILTIPQSLDSWWT. The MHC is HLA-DQA10102-DQB10602 with pseudo-sequence HLA-DQA10102-DQB10602. The binding affinity (normalized) is 0.319. (2) The peptide sequence is LGTCQTLTPMMSSKF. The MHC is DRB1_0405 with pseudo-sequence DRB1_0405. The binding affinity (normalized) is 0.383. (3) The peptide sequence is KQQGIRYANPIAFFR. The MHC is DRB1_0101 with pseudo-sequence DRB1_0101. The binding affinity (normalized) is 0.669.